From a dataset of Peptide-MHC class I binding affinity with 185,985 pairs from IEDB/IMGT. Regression. Given a peptide amino acid sequence and an MHC pseudo amino acid sequence, predict their binding affinity value. This is MHC class I binding data. (1) The peptide sequence is HAPWTQMAM. The MHC is HLA-A30:01 with pseudo-sequence HLA-A30:01. The binding affinity (normalized) is 0.0847. (2) The peptide sequence is IFNEDTSYY. The MHC is HLA-A03:01 with pseudo-sequence HLA-A03:01. The binding affinity (normalized) is 0.196. (3) The peptide sequence is KVMALPIPH. The MHC is HLA-B08:01 with pseudo-sequence HLA-B08:01. The binding affinity (normalized) is 0.0847. (4) The peptide sequence is HMFCDPMCA. The MHC is HLA-A02:01 with pseudo-sequence HLA-A02:01. The binding affinity (normalized) is 0.383.